From a dataset of Forward reaction prediction with 1.9M reactions from USPTO patents (1976-2016). Predict the product of the given reaction. (1) Given the reactants [OH:1][C@@H:2]1[CH2:7][N:6]([CH3:8])[C@H:5]([C:9]([N:11]2[CH2:16][CH:15]=[C:14]([C:17]3[CH:22]=[CH:21][CH:20]=[CH:19][CH:18]=3)[CH2:13][CH2:12]2)=[O:10])[C@@H:4]([C:23](OC)=[O:24])[CH2:3]1.O[C@@H:28]1[CH2:33][NH:32][C@H:31](C(O)=O)[C@@H:30](C(OC)=O)[CH2:29]1.Cl.C1(C2CCNCC=2)C=CC=CC=1.F[P-](F)(F)(F)(F)F.[N:61]1([O:70][P+](N(C)C)(N(C)C)N(C)C)C2C=CC=CC=2N=N1.CN(C)[CH:83]=[O:84].C(N(CC)C(C)C)(C)C.C(#N)C.O1CCCC1.C=O.C(O[BH-](OC(=O)C)OC(=O)C)(=O)C.[Na+], predict the reaction product. The product is: [N:32]1([C:83]([O:1][C@H:2]2[CH2:3][C@H:4]([C:23]([NH:61][OH:70])=[O:24])[C@@H:5]([C:9]([N:11]3[CH2:16][CH:15]=[C:14]([C:17]4[CH:22]=[CH:21][CH:20]=[CH:19][CH:18]=4)[CH2:13][CH2:12]3)=[O:10])[N:6]([CH3:8])[CH2:7]2)=[O:84])[CH2:33][CH2:28][CH2:29][CH2:30][CH2:31]1. (2) The product is: [F:20][C:21]1[CH:29]=[CH:28][CH:27]=[C:26]([C:30]([F:31])([F:32])[F:33])[C:22]=1[C:23]([NH:1][C:2]1[S:13][C:5]2[C:6]([CH3:11])([CH3:12])[O:7][C:8]([CH3:9])([CH3:10])[C:4]=2[C:3]=1[C:14]([O:16][CH2:17][CH2:18][CH3:19])=[O:15])=[O:24]. Given the reactants [NH2:1][C:2]1[S:13][C:5]2[C:6]([CH3:12])([CH3:11])[O:7][C:8]([CH3:10])([CH3:9])[C:4]=2[C:3]=1[C:14]([O:16][CH2:17][CH2:18][CH3:19])=[O:15].[F:20][C:21]1[CH:29]=[CH:28][CH:27]=[C:26]([C:30]([F:33])([F:32])[F:31])[C:22]=1[C:23](Cl)=[O:24], predict the reaction product.